Dataset: Reaction yield outcomes from USPTO patents with 853,638 reactions. Task: Predict the reaction yield, written as a fraction of the theoretical maximum amount of product (1.0 means a 100% yield; for example, 0.34 means a 34% yield). (1) The reactants are [C:1]([C:5]1[CH:6]=[C:7]([C:17](=[O:21])[C:18]([OH:20])=O)[N:8]([C:10]2[CH:15]=[CH:14][C:13]([CH3:16])=[CH:12][CH:11]=2)[N:9]=1)([CH3:4])([CH3:3])[CH3:2].C(Cl)(=O)C(Cl)=O.CN(C=O)C.[N:33]1([CH2:39][CH2:40][O:41][C:42]2[C:51]3[C:46](=[CH:47][CH:48]=[CH:49][CH:50]=3)[C:45]([NH2:52])=[CH:44][CH:43]=2)[CH2:38][CH2:37][O:36][CH2:35][CH2:34]1. The catalyst is CCOC(C)=O.C([O-])(O)=O.[Na+]. The product is [C:1]([C:5]1[CH:6]=[C:7]([C:17](=[O:21])[C:18]([NH:52][C:45]2[C:46]3[C:51](=[CH:50][CH:49]=[CH:48][CH:47]=3)[C:42]([O:41][CH2:40][CH2:39][N:33]3[CH2:34][CH2:35][O:36][CH2:37][CH2:38]3)=[CH:43][CH:44]=2)=[O:20])[N:8]([C:10]2[CH:15]=[CH:14][C:13]([CH3:16])=[CH:12][CH:11]=2)[N:9]=1)([CH3:3])([CH3:2])[CH3:4]. The yield is 0.570. (2) The reactants are [NH2:1][C:2]1[CH:11]=[CH:10][C:5]([C:6]([O:8][CH3:9])=[O:7])=[CH:4][CH:3]=1.[CH3:12][C:13]1[C:17]([CH2:18][CH2:19][C:20](O)=[O:21])=[C:16]([C:23]2[CH:28]=[CH:27][CH:26]=[CH:25][CH:24]=2)[O:15][N:14]=1.O.ON1C2C=CC=CC=2N=N1.Cl.C(N=C=NCCCN(C)C)C. The catalyst is O.CN(C)C=O. The product is [CH3:9][O:8][C:6]([C:5]1[CH:4]=[CH:3][C:2]([NH:1][C:20](=[O:21])[CH2:19][CH2:18][C:17]2[C:13]([CH3:12])=[N:14][O:15][C:16]=2[C:23]2[CH:24]=[CH:25][CH:26]=[CH:27][CH:28]=2)=[CH:11][CH:10]=1)=[O:7]. The yield is 0.790.